Dataset: Catalyst prediction with 721,799 reactions and 888 catalyst types from USPTO. Task: Predict which catalyst facilitates the given reaction. (1) Reactant: [CH2:1](N(C(C)C)C(C)C)C.C[C:11]1[O:12][C:13](=[O:28])[C:14](=[CH:16][C:17]2[CH:22]=[CH:21][C:20]([O:23][C:24]([F:27])([F:26])[F:25])=[CH:19][CH:18]=2)[N:15]=1.[CH3:29][OH:30]. Product: [C:29]([NH:15][CH:14]([CH2:16][C:17]1[CH:22]=[CH:21][C:20]([O:23][C:24]([F:25])([F:26])[F:27])=[CH:19][CH:18]=1)[C:13]([O:12][CH3:11])=[O:28])(=[O:30])[CH3:1]. The catalyst class is: 719. (2) Reactant: CN(C)C=O.[C:6](/[C:8](=[C:16](/[N:18]1[CH2:24][CH2:23][CH2:22][N:21]([C:25]2[CH:30]=[CH:29][C:28]([O:31][CH3:32])=[CH:27][CH:26]=2)[CH2:20][CH2:19]1)\[CH3:17])/[C:9](=[S:15])/[N:10]=[CH:11]/N(C)C)#[N:7].Cl[CH2:34][C:35]([NH2:37])=[O:36].[OH-].[Na+]. Product: [NH2:7][C:6]1[C:8]2[C:9](=[N:10][CH:11]=[CH:17][C:16]=2[N:18]2[CH2:24][CH2:23][CH2:22][N:21]([C:25]3[CH:26]=[CH:27][C:28]([O:31][CH3:32])=[CH:29][CH:30]=3)[CH2:20][CH2:19]2)[S:15][C:34]=1[C:35]([NH2:37])=[O:36]. The catalyst class is: 6. (3) Reactant: Br[C:2]1[C:7]([CH3:8])=[C:6]([Cl:9])[CH:5]=[CH:4][N:3]=1.C([Mg]Cl)(C)C.[CH:15]1([CH:18]=[O:19])[CH2:17][CH2:16]1. Product: [CH3:8][C:7]1[C:2]([CH:18]([CH:15]2[CH2:17][CH2:16]2)[OH:19])=[N:3][CH:4]=[CH:5][C:6]=1[Cl:9]. The catalyst class is: 1.